Task: Predict the product of the given reaction.. Dataset: Forward reaction prediction with 1.9M reactions from USPTO patents (1976-2016) (1) Given the reactants [O:1]1[C:5]2[CH:6]=[CH:7][CH:8]=[CH:9][C:4]=2[O:3][CH2:2]1.[Br:10]NC(=O)CCC(N)=O, predict the reaction product. The product is: [Br:10][C:8]1[CH:7]=[CH:6][C:5]2[O:1][CH2:2][O:3][C:4]=2[CH:9]=1. (2) Given the reactants C([N+](CCCC)(CCCC)CCCC)CCC.[P:18]([O:22][CH2:23][C@@H:24]1[C@@H:28]([O:29][P:30]([O:33][CH2:34][C@@H:35]2[C@@H:39]([OH:40])[C@@H:38]([OH:41])[C@H:37]([N:42]3[CH:50]=[N:49][C:48]4[C:43]3=[N:44][CH:45]=[N:46][C:47]=4[NH2:51])[O:36]2)([OH:32])=[O:31])[CH2:27][C@H:26]([N:52]2[CH:57]=[CH:56][C:55]([NH2:58])=[N:54][C:53]2=[O:59])[O:25]1)([OH:21])([OH:20])=[O:19].[N:60]([CH2:63][CH2:64][CH2:65][CH2:66][C@H:67]([NH:74][C:75]([O:77][C:78]([CH3:81])([CH3:80])[CH3:79])=[O:76])[C:68](OCC#N)=[O:69])=[N+:61]=[N-:62], predict the reaction product. The product is: [N:60]([CH2:63][CH2:64][CH2:65][CH2:66][C@@H:67]([NH:74][C:75]([O:77][C:78]([CH3:81])([CH3:80])[CH3:79])=[O:76])[C:68]([O:40][C@H:39]1[C@@H:38]([OH:41])[C@H:37]([N:42]2[CH:50]=[N:49][C:48]3[C:43]2=[N:44][CH:45]=[N:46][C:47]=3[NH2:51])[O:36][C@H:35]1[CH2:34][O:33][P:30]([O:29][C@H:28]1[CH2:27][C@H:26]([N:52]2[CH:57]=[CH:56][C:55]([NH2:58])=[N:54][C:53]2=[O:59])[O:25][C@@H:24]1[CH2:23][O:22][P:18]([OH:21])([OH:20])=[O:19])([OH:32])=[O:31])=[O:69])=[N+:61]=[N-:62].